Dataset: Catalyst prediction with 721,799 reactions and 888 catalyst types from USPTO. Task: Predict which catalyst facilitates the given reaction. (1) Reactant: [OH:1][C:2]1[CH:9]=[CH:8][C:5]([CH:6]=[O:7])=[CH:4][CH:3]=1.[Cl:10][C:11]1[CH:12]=[C:13]([CH:16]=[CH:17][C:18]=1F)[C:14]#[N:15].C(=O)([O-])[O-].[Cs+].[Cs+].CC(N(C)C)=O. Product: [Cl:10][C:11]1[CH:12]=[C:13]([CH:16]=[CH:17][C:18]=1[O:1][C:2]1[CH:9]=[CH:8][C:5]([CH:6]=[O:7])=[CH:4][CH:3]=1)[C:14]#[N:15]. The catalyst class is: 6. (2) Reactant: Br[CH:2]([C:14]1[CH:19]=[CH:18][CH:17]=[CH:16][CH:15]=1)[C:3]([NH:5][C:6]1[CH:11]=[C:10]([CH3:12])[CH:9]=[CH:8][C:7]=1[OH:13])=[O:4].C(=O)([O-])[O-].[K+].[K+].O.Cl. Product: [CH3:12][C:10]1[CH:9]=[CH:8][C:7]2[O:13][CH:2]([C:14]3[CH:19]=[CH:18][CH:17]=[CH:16][CH:15]=3)[C:3](=[O:4])[NH:5][C:6]=2[CH:11]=1. The catalyst class is: 9.